Dataset: Forward reaction prediction with 1.9M reactions from USPTO patents (1976-2016). Task: Predict the product of the given reaction. (1) Given the reactants Cl.[CH3:2][O:3][C@H:4]1[C@@H:9]([NH:10][C:11](=[O:20])[O:12][CH2:13][C:14]2[CH:19]=[CH:18][CH:17]=[CH:16][CH:15]=2)[CH2:8][CH2:7][NH:6][CH2:5]1.Br[C:22]1[CH:23]=[C:24]([C:28]([O:30][CH2:31][CH3:32])=[O:29])[CH:25]=[N:26][CH:27]=1.C1C=CC(P(C2C(C3C(P(C4C=CC=CC=4)C4C=CC=CC=4)=CC=C4C=3C=CC=C4)=C3C(C=CC=C3)=CC=2)C2C=CC=CC=2)=CC=1.C(=O)([O-])[O-].[Cs+].[Cs+], predict the reaction product. The product is: [CH2:13]([O:12][C:11]([NH:10][C@H:9]1[CH2:8][CH2:7][N:6]([C:22]2[CH:23]=[C:24]([C:28]([O:30][CH2:31][CH3:32])=[O:29])[CH:25]=[N:26][CH:27]=2)[CH2:5][C@H:4]1[O:3][CH3:2])=[O:20])[C:14]1[CH:19]=[CH:18][CH:17]=[CH:16][CH:15]=1. (2) The product is: [C:1]1([S:7]([N:10]2[C:14]3=[N:15][CH:16]=[CH:17][CH:18]=[C:13]3[CH:12]=[C:11]2[C:19]([C:45]2[CH:44]=[CH:43][C:42]3[O:37][CH2:38][CH2:39][O:40][C:41]=3[CH:46]=2)=[CH:20][CH:21]2[CH2:25][CH2:24][CH2:23][CH2:22]2)(=[O:9])=[O:8])[CH:2]=[CH:3][CH:4]=[CH:5][CH:6]=1. Given the reactants [C:1]1([S:7]([N:10]2[C:14]3=[N:15][CH:16]=[CH:17][CH:18]=[C:13]3[CH:12]=[C:11]2[C:19](OS(C2C=CC(C)=CC=2)(=O)=O)=[CH:20][CH:21]2[CH2:25][CH2:24][CH2:23][CH2:22]2)(=[O:9])=[O:8])[CH:6]=[CH:5][CH:4]=[CH:3][CH:2]=1.[O:37]1[C:42]2[CH:43]=[CH:44][C:45](B(O)O)=[CH:46][C:41]=2[O:40][CH2:39][CH2:38]1.C(=O)([O-])[O-].[Na+].[Na+], predict the reaction product.